This data is from M1 muscarinic receptor antagonist screen with 61,756 compounds. The task is: Binary Classification. Given a drug SMILES string, predict its activity (active/inactive) in a high-throughput screening assay against a specified biological target. (1) The compound is O1CCN(CC(O)Cn2c(c(c3c2cccc3)C)C)CC1. The result is 0 (inactive). (2) The compound is O=C/1C(C(CC(=O)C1=C(\N)C)(C)C)C(OC)=O. The result is 0 (inactive).